Dataset: Full USPTO retrosynthesis dataset with 1.9M reactions from patents (1976-2016). Task: Predict the reactants needed to synthesize the given product. (1) Given the product [Cl:9][C:10]1[N:15]=[C:14]([C:16]([O:18][CH3:19])=[O:17])[CH:13]=[C:12]([N:2]2[CH2:6][C@H:5]([OH:7])[C@@H:4]([OH:8])[CH2:3]2)[N:11]=1, predict the reactants needed to synthesize it. The reactants are: Cl.[NH:2]1[CH2:6][C@H:5]([OH:7])[C@@H:4]([OH:8])[CH2:3]1.[Cl:9][C:10]1[N:15]=[C:14]([C:16]([O:18][CH3:19])=[O:17])[CH:13]=[C:12](Cl)[N:11]=1.CCN(C(C)C)C(C)C. (2) Given the product [Cl:1][C:2]1[C:3]([CH2:13][CH2:14][Cl:15])=[CH:4][C:5]([CH3:12])=[C:6]([NH:8][C:9](=[O:11])[CH3:10])[CH:7]=1, predict the reactants needed to synthesize it. The reactants are: [Cl:1][C:2]1[C:3]([C:13](=O)[CH2:14][Cl:15])=[CH:4][C:5]([CH3:12])=[C:6]([NH:8][C:9](=[O:11])[CH3:10])[CH:7]=1.C([SiH](CC)CC)C. (3) The reactants are: C(OC(=O)C)C.Cl.[CH3:8][O:9][C:10]([C:12]1[N:13]([CH2:34][C:35]2[CH:40]=[CH:39][C:38]([C:41]([O:43]C(C)(C)C)=[O:42])=[CH:37][CH:36]=2)[C:14](=[O:33])[C:15]2[C:20]([C:21]=1[C:22]1[CH:27]=[CH:26][CH:25]=[CH:24][CH:23]=1)=[CH:19][C:18]([C:28](=[O:32])[N:29]([CH3:31])[CH3:30])=[CH:17][CH:16]=2)=[O:11]. Given the product [CH3:8][O:9][C:10]([C:12]1[N:13]([CH2:34][C:35]2[CH:36]=[CH:37][C:38]([C:41]([OH:43])=[O:42])=[CH:39][CH:40]=2)[C:14](=[O:33])[C:15]2[C:20]([C:21]=1[C:22]1[CH:23]=[CH:24][CH:25]=[CH:26][CH:27]=1)=[CH:19][C:18]([C:28](=[O:32])[N:29]([CH3:30])[CH3:31])=[CH:17][CH:16]=2)=[O:11], predict the reactants needed to synthesize it. (4) The reactants are: [NH2:1][C:2]1[C:3]([N+:18]([O-])=O)=[C:4]([CH:9]=[C:10]([N:12]2[CH2:17][CH2:16][O:15][CH2:14][CH2:13]2)[CH:11]=1)[C:5]([O:7][CH3:8])=[O:6].C(Cl)Cl.[CH3:24][C:25](O)=O. Given the product [CH3:24][C:25]1[NH:18][C:3]2[C:4]([C:5]([O:7][CH3:8])=[O:6])=[CH:9][C:10]([N:12]3[CH2:17][CH2:16][O:15][CH2:14][CH2:13]3)=[CH:11][C:2]=2[N:1]=1, predict the reactants needed to synthesize it. (5) Given the product [OH:17][CH2:16][CH2:15][CH2:14][NH:13][C:2]1[CH:9]=[CH:8][C:5]([C:6]#[N:7])=[CH:4][C:3]=1[N+:10]([O-:12])=[O:11], predict the reactants needed to synthesize it. The reactants are: F[C:2]1[CH:9]=[CH:8][C:5]([C:6]#[N:7])=[CH:4][C:3]=1[N+:10]([O-:12])=[O:11].[NH2:13][CH2:14][CH2:15][CH2:16][OH:17].